From a dataset of CYP2D6 inhibition data for predicting drug metabolism from PubChem BioAssay. Regression/Classification. Given a drug SMILES string, predict its absorption, distribution, metabolism, or excretion properties. Task type varies by dataset: regression for continuous measurements (e.g., permeability, clearance, half-life) or binary classification for categorical outcomes (e.g., BBB penetration, CYP inhibition). Dataset: cyp2d6_veith. (1) The molecule is COc1ccc2c(c1)C(c1ccc([N+](=O)[O-])cc1)=NNC(c1ccco1)=N2. The result is 1 (inhibitor). (2) The drug is N[C@H](CCC(=O)NCC(=O)O)C(=O)O. The result is 0 (non-inhibitor). (3) The molecule is CN1CCN([C@@H]2Cc3ccccc3Sc3ccc(Cl)cc32)CC1. The result is 1 (inhibitor). (4) The result is 1 (inhibitor). The compound is O=C(NCCCN1CCN(Cc2ccccc2)CC1)C1CCN(S(=O)(=O)N2CCCC2)CC1.